From a dataset of Reaction yield outcomes from USPTO patents with 853,638 reactions. Predict the reaction yield, written as a fraction of the theoretical maximum amount of product (1.0 means a 100% yield; for example, 0.34 means a 34% yield). (1) The reactants are C(OC([N:8]1[CH2:12][CH2:11][CH:10]([C:13](=[O:38])[NH:14][C:15]2[CH:20]=[CH:19][C:18]([N:21]3[CH:26]=[CH:25][C:24]4[CH:27]=[C:28]([C:30]5[CH:35]=[CH:34][C:33]([Cl:36])=[CH:32][CH:31]=5)[S:29][C:23]=4[C:22]3=[O:37])=[CH:17][CH:16]=2)[CH2:9]1)=O)(C)(C)C. The catalyst is C(Cl)Cl. The product is [Cl:36][C:33]1[CH:34]=[CH:35][C:30]([C:28]2[S:29][C:23]3[C:22](=[O:37])[N:21]([C:18]4[CH:17]=[CH:16][C:15]([NH:14][C:13]([CH:10]5[CH2:11][CH2:12][NH:8][CH2:9]5)=[O:38])=[CH:20][CH:19]=4)[CH:26]=[CH:25][C:24]=3[CH:27]=2)=[CH:31][CH:32]=1. The yield is 0.880. (2) The reactants are [C:1]([C:4]1[N:9]=[C:8]([C:10]2[CH:15]=[CH:14][C:13]([C@H:16]3[CH2:21][CH2:20][C@H:19]([CH2:22][C:23]([OH:25])=[O:24])[CH2:18][CH2:17]3)=[CH:12][CH:11]=2)[C:7]([CH3:26])=[N:6][CH:5]=1)(=O)[NH2:2].COC1C=CC(P2(SP(C3C=CC(OC)=CC=3)(=S)S2)=[S:36])=CC=1.CC1C(C(N)=O)=N[C:53]([C:57]2[CH:62]=[CH:62][C:57]([C@H:53]3CC[C@H](CC(NS(C)(=O)=O)=O)CC3)=[CH:58][CH:58]=2)=C(C)N=1. The catalyst is C1(C)C=CC=CC=1. The product is [C:57]([O:25][C:23](=[O:24])[CH2:22][C@H:19]1[CH2:20][CH2:21][C@H:16]([C:13]2[CH:14]=[CH:15][C:10]([C:8]3[C:7]([CH3:26])=[N:6][CH:5]=[C:4]([C:1]([NH2:2])=[S:36])[N:9]=3)=[CH:11][CH:12]=2)[CH2:17][CH2:18]1)([CH3:62])([CH3:58])[CH3:53]. The yield is 0.890. (3) The reactants are [N+:1]([C:4]1[CH:9]=[CH:8][CH:7]=[CH:6][C:5]=1[S:10](Cl)(=[O:12])=[O:11])([O-:3])=[O:2].[CH2:14]([NH2:16])[CH3:15].C([O-])([O-])=O.[Na+].[Na+].O. The catalyst is C(OCC)(=O)C.C(Cl)Cl. The product is [CH2:14]([NH:16][S:10]([C:5]1[CH:6]=[CH:7][CH:8]=[CH:9][C:4]=1[N+:1]([O-:3])=[O:2])(=[O:12])=[O:11])[CH3:15]. The yield is 0.920. (4) The reactants are FC(F)(F)S(O[CH2:7][CH:8]([F:10])[F:9])(=O)=O.[NH2:13][C@H:14]1[CH2:19][CH2:18][CH2:17][N:16]([CH2:20][C:21]2[C:42]([C:43]([F:46])([F:45])[F:44])=[CH:41][C:24]([C:25]([NH:27][CH2:28][C:29]3[CH:34]=[C:33]([Cl:35])[CH:32]=[CH:31][C:30]=3[S:36]([CH2:39][CH3:40])(=[O:38])=[O:37])=[O:26])=[CH:23][C:22]=2[Cl:47])[CH2:15]1.CCN(C(C)C)C(C)C.O. The catalyst is C1COCC1. The product is [Cl:47][C:22]1[CH:23]=[C:24]([CH:41]=[C:42]([C:43]([F:46])([F:45])[F:44])[C:21]=1[CH2:20][N:16]1[CH2:17][CH2:18][CH2:19][C@H:14]([NH:13][CH2:7][CH:8]([F:10])[F:9])[CH2:15]1)[C:25]([NH:27][CH2:28][C:29]1[CH:34]=[C:33]([Cl:35])[CH:32]=[CH:31][C:30]=1[S:36]([CH2:39][CH3:40])(=[O:38])=[O:37])=[O:26]. The yield is 0.830. (5) The reactants are [Cl:1][C:2]1[CH:3]=[C:4]([C:9]2([C:26]([F:29])([F:28])[F:27])[O:13][N:12]=[C:11]([C:14]3[S:18][C:17]([C:19](O)=[O:20])=[C:16]4[CH2:22][CH2:23][CH2:24][CH2:25][C:15]=34)[CH2:10]2)[CH:5]=[C:6]([Cl:8])[CH:7]=1.C(Cl)(=O)C([Cl:33])=O. The catalyst is CN(C=O)C. The product is [Cl:1][C:2]1[CH:3]=[C:4]([C:9]2([C:26]([F:28])([F:29])[F:27])[O:13][N:12]=[C:11]([C:14]3[S:18][C:17]([C:19]([Cl:33])=[O:20])=[C:16]4[CH2:22][CH2:23][CH2:24][CH2:25][C:15]=34)[CH2:10]2)[CH:5]=[C:6]([Cl:8])[CH:7]=1. The yield is 0.980.